From a dataset of Full USPTO retrosynthesis dataset with 1.9M reactions from patents (1976-2016). Predict the reactants needed to synthesize the given product. (1) Given the product [CH2:24]([NH:2][C@H:3]([CH2:7][CH3:8])[C@H:4]([OH:6])[CH3:5])[C:21]1[CH:22]=[CH:23][CH:18]=[CH:19][CH:20]=1, predict the reactants needed to synthesize it. The reactants are: Cl.[NH2:2][C@H:3]([CH2:7][CH3:8])[C@H:4]([OH:6])[CH3:5].C(=O)(O)[O-].[Na+].C([BH3-])#N.[Na+].[CH:18]1[CH:23]=[CH:22][C:21]([CH:24]=O)=[CH:20][CH:19]=1. (2) Given the product [F:1][C:2]1[CH:3]=[CH:4][C:5]([CH3:9])=[C:6]([NH:8][C:10](=[O:11])[CH3:12])[CH:7]=1, predict the reactants needed to synthesize it. The reactants are: [F:1][C:2]1[CH:3]=[CH:4][C:5]([CH3:9])=[C:6]([NH2:8])[CH:7]=1.[C:10](Cl)([CH3:12])=[O:11].O.